Dataset: Reaction yield outcomes from USPTO patents with 853,638 reactions. Task: Predict the reaction yield, written as a fraction of the theoretical maximum amount of product (1.0 means a 100% yield; for example, 0.34 means a 34% yield). The reactants are [NH2:1][C:2]1[N:7]=[CH:6][N:5]=[C:4]2[N:8]([CH2:25][C@H:26]3[CH2:30][CH2:29][CH2:28][N:27]3[C:31](=[O:35])[CH2:32][C:33]#[N:34])[N:9]=[C:10]([C:11]3[CH:16]=[CH:15][C:14]([O:17][C:18]4[CH:23]=[CH:22][CH:21]=[CH:20][CH:19]=4)=[CH:13][C:12]=3[F:24])[C:3]=12.N1CCCCC1.[CH3:42][C:43]([N:47]1[CH2:52][CH2:51][CH2:50][CH2:49][CH2:48]1)([CH3:46])[CH:44]=O. The catalyst is C(O)C. The product is [NH2:1][C:2]1[N:7]=[CH:6][N:5]=[C:4]2[N:8]([CH2:25][C@H:26]3[CH2:30][CH2:29][CH2:28][N:27]3[C:31]([C:32](=[CH:42][C:43]([CH3:46])([N:47]3[CH2:52][CH2:51][CH2:50][CH2:49][CH2:48]3)[CH3:44])[C:33]#[N:34])=[O:35])[N:9]=[C:10]([C:11]3[CH:16]=[CH:15][C:14]([O:17][C:18]4[CH:19]=[CH:20][CH:21]=[CH:22][CH:23]=4)=[CH:13][C:12]=3[F:24])[C:3]=12. The yield is 0.0800.